From a dataset of Reaction yield outcomes from USPTO patents with 853,638 reactions. Predict the reaction yield, written as a fraction of the theoretical maximum amount of product (1.0 means a 100% yield; for example, 0.34 means a 34% yield). (1) The reactants are [CH3:1][C:2]1([CH3:9])[CH2:7][CH:6]([NH2:8])[CH2:5][CH2:4][O:3]1.[Cl:10][CH2:11][CH2:12][N:13]=[C:14]=[O:15]. The catalyst is C1COCC1. The product is [Cl:10][CH2:11][CH2:12][NH:13][C:14]([NH:8][CH:6]1[CH2:5][CH2:4][O:3][C:2]([CH3:9])([CH3:1])[CH2:7]1)=[O:15]. The yield is 0.480. (2) The reactants are CC([O-])=O.[K+].CC1(C)C(C)(C)OB([C:14]2[CH:15]=[N:16][N:17]3[CH:22]=[CH:21][CH:20]=[N:19][C:18]=23)O1.Cl[C:25]1[CH:30]=[C:29]([NH2:31])[CH:28]=[CH:27][N:26]=1. The catalyst is O1CCOCC1. The product is [N:16]1[N:17]2[CH:22]=[CH:21][CH:20]=[N:19][C:18]2=[C:14]([C:25]2[CH:30]=[C:29]([NH2:31])[CH:28]=[CH:27][N:26]=2)[CH:15]=1. The yield is 0.310.